Predict the reactants needed to synthesize the given product. From a dataset of Full USPTO retrosynthesis dataset with 1.9M reactions from patents (1976-2016). (1) Given the product [CH3:1][O:2][C:3]1[CH:10]=[CH:9][C:6]([CH:7]=[O:8])=[CH:5][CH:4]=1, predict the reactants needed to synthesize it. The reactants are: [CH3:1][O:2][C:3]1[CH:10]=[CH:9][C:6]([CH2:7][OH:8])=[CH:5][CH:4]=1.C(N(CC)CC)C.C(N(C(C)C)CC)(C)C.CC1(C)N([O])C(C)(C)CCC1. (2) The reactants are: C(OC([N:8]1[CH2:13][CH2:12][NH:11][C@@H:10]([CH2:14][O:15][C:16]2[CH:21]=[CH:20][CH:19]=[CH:18][C:17]=2[F:22])[CH2:9]1)=O)(C)(C)C.Cl. Given the product [F:22][C:17]1[CH:18]=[CH:19][CH:20]=[CH:21][C:16]=1[O:15][CH2:14][C@H:10]1[CH2:9][NH:8][CH2:13][CH2:12][NH:11]1, predict the reactants needed to synthesize it. (3) Given the product [CH:20]1([N:12]([CH2:11][C:7]2[CH:6]=[C:5]3[C:10]([C:2]([CH:28]4[CH2:30][CH2:29]4)=[N:3][N:4]3[CH2:23][CH2:24][CH2:25][O:26][CH3:27])=[CH:9][CH:8]=2)[C:13](=[O:19])[O:14][C:15]([CH3:18])([CH3:17])[CH3:16])[CH2:22][CH2:21]1, predict the reactants needed to synthesize it. The reactants are: Br[C:2]1[C:10]2[C:5](=[CH:6][C:7]([CH2:11][N:12]([CH:20]3[CH2:22][CH2:21]3)[C:13](=[O:19])[O:14][C:15]([CH3:18])([CH3:17])[CH3:16])=[CH:8][CH:9]=2)[N:4]([CH2:23][CH2:24][CH2:25][O:26][CH3:27])[N:3]=1.[CH:28]1([B-](F)(F)F)[CH2:30][CH2:29]1.[K+].P([O-])([O-])([O-])=O.[K+].[K+].[K+].O. (4) Given the product [OH:4][CH2:5][C:6]1[C:7]([N:37]2[CH2:49][CH2:48][N:40]3[C:41]4[CH2:42][CH2:43][CH2:44][CH2:45][C:46]=4[CH:47]=[C:39]3[C:38]2=[O:50])=[N:8][CH:9]=[CH:10][C:11]=1[C:12]1[N:13]=[C:14]([NH:20][C:21]2[CH:22]=[N:23][C:24]([N:27]3[CH2:28][CH2:29][N:30]([CH:33]4[CH2:36][O:35][CH2:34]4)[CH2:31][CH2:32]3)=[CH:25][CH:26]=2)[C:15](=[O:19])[N:16]([CH3:18])[CH:17]=1, predict the reactants needed to synthesize it. The reactants are: C([O:4][CH2:5][C:6]1[C:7]([N:37]2[CH2:49][CH2:48][N:40]3[C:41]4[CH2:42][CH2:43][CH2:44][CH2:45][C:46]=4[CH:47]=[C:39]3[C:38]2=[O:50])=[N:8][CH:9]=[CH:10][C:11]=1[C:12]1[N:13]=[C:14]([NH:20][C:21]2[CH:22]=[N:23][C:24]([N:27]3[CH2:32][CH2:31][N:30]([CH:33]4[CH2:36][O:35][CH2:34]4)[CH2:29][CH2:28]3)=[CH:25][CH:26]=2)[C:15](=[O:19])[N:16]([CH3:18])[CH:17]=1)(=O)C.[OH-].[Li+].O.